From a dataset of Forward reaction prediction with 1.9M reactions from USPTO patents (1976-2016). Predict the product of the given reaction. (1) Given the reactants [O:1]([C:8]1[CH:13]=[CH:12][C:11]([CH2:14][C:15]([OH:17])=O)=[CH:10][CH:9]=1)[C:2]1[CH:7]=[CH:6][CH:5]=[CH:4][CH:3]=1.[CH2:18](Cl)CCl.C1C=CC2N(O)N=NC=2C=1.CCN(CC)CC.[O:39]1[CH:43]=[CH:42][N:41]=[C:40]1[C:44]1[C:52]2[C:47](=[CH:48][CH:49]=[C:50]([NH2:53])[CH:51]=2)[NH:46][N:45]=1, predict the reaction product. The product is: [CH2:2]([O:1][C:8]1[CH:9]=[CH:10][C:11]([CH2:14][C:15]([NH:53][C:50]2[CH:51]=[C:52]3[C:47](=[CH:48][CH:49]=2)[NH:46][N:45]=[C:44]3[C:40]2[O:39][CH:43]=[CH:42][N:41]=2)=[O:17])=[CH:12][CH:13]=1)[C:7]1[CH:6]=[CH:5][CH:4]=[CH:3][CH:18]=1. (2) Given the reactants [CH:1]([C:3]1[CH:4]=[C:5]2[C:10](=[CH:11][CH:12]=1)[N:9]=[CH:8][C:7]([C:13]#[N:14])=[C:6]2[O:15][CH2:16][CH2:17][O:18][CH3:19])=O.[CH:20]1([NH:23][C:24]2[S:25][CH2:26][C:27](=[O:29])[N:28]=2)[CH2:22][CH2:21]1.C([O-])(=O)C.[Na+], predict the reaction product. The product is: [CH:20]1([NH:23][C:24]2[S:25]/[C:26](=[CH:1]\[C:3]3[CH:4]=[C:5]4[C:10](=[CH:11][CH:12]=3)[N:9]=[CH:8][C:7]([C:13]#[N:14])=[C:6]4[O:15][CH2:16][CH2:17][O:18][CH3:19])/[C:27](=[O:29])[N:28]=2)[CH2:22][CH2:21]1. (3) Given the reactants [H-].[Na+].CS(C)=O.[I-].[CH3:8][S+](C)(C)=O.[CH2:13]([O:15][C:16](=[O:31])[CH:17]=[C:18]1[CH2:23][CH2:22][N:21]([C:24]([O:26][C:27]([CH3:30])([CH3:29])[CH3:28])=[O:25])[CH2:20][CH2:19]1)[CH3:14], predict the reaction product. The product is: [CH:17]1([C:16]([O:15][CH2:13][CH3:14])=[O:31])[C:18]2([CH2:23][CH2:22][N:21]([C:24]([O:26][C:27]([CH3:30])([CH3:29])[CH3:28])=[O:25])[CH2:20][CH2:19]2)[CH2:8]1. (4) Given the reactants CO[C:3](=O)[CH2:4][NH:5][C:6](=[O:37])[C:7]1[CH:12]=[C:11]([Cl:13])[C:10]([O:14][C:15]2[CH:20]=[CH:19][N:18]=[CH:17][C:16]=2[C:21]([N:23]2[C:32]3[C:27](=[CH:28][CH:29]=[CH:30][CH:31]=3)[N:26]([CH:33]3[CH2:35][CH2:34]3)[CH2:25][CH2:24]2)=[O:22])=[CH:9][C:8]=1[Cl:36].NCC1[NH:45][N:44]=[N:43][N:42]=1, predict the reaction product. The product is: [Cl:36][C:8]1[CH:9]=[C:10]([O:14][C:15]2[CH:20]=[CH:19][N:18]=[CH:17][C:16]=2[C:21]([N:23]2[C:32]3[C:27](=[CH:28][CH:29]=[CH:30][CH:31]=3)[N:26]([CH:33]3[CH2:35][CH2:34]3)[CH2:25][CH2:24]2)=[O:22])[C:11]([Cl:13])=[CH:12][C:7]=1[C:6]([NH:5][CH2:4][C:3]1[NH:45][N:44]=[N:43][N:42]=1)=[O:37]. (5) Given the reactants C[O:2][C:3]([C:5]1[C:6]([CH3:32])=[C:7]2[C:12]([NH:13][C:14]3[CH:19]=[CH:18][C:17]([O:20][C:21]4[CH:26]=[CH:25][CH:24]=[CH:23][C:22]=4[O:27][CH3:28])=[CH:16][CH:15]=3)=[C:11]([C:29]#[N:30])[CH:10]=[N:9][N:8]2[CH:31]=1)=[O:4].[OH-].[Na+], predict the reaction product. The product is: [C:29]([C:11]1[CH:10]=[N:9][N:8]2[CH:31]=[C:5]([C:3]([OH:4])=[O:2])[C:6]([CH3:32])=[C:7]2[C:12]=1[NH:13][C:14]1[CH:15]=[CH:16][C:17]([O:20][C:21]2[CH:26]=[CH:25][CH:24]=[CH:23][C:22]=2[O:27][CH3:28])=[CH:18][CH:19]=1)#[N:30]. (6) Given the reactants [Cl:1][C:2]1[CH:10]=[CH:9][C:8]([C:11]2[N:12]=[N:13][N:14]([C:16]3[N:17]([CH3:32])[N:18]=[C:19]([C:25]([F:31])([F:30])[C:26]([F:29])([F:28])[F:27])[C:20]=3[C:21]([F:24])([F:23])[F:22])[CH:15]=2)=[CH:7][C:3]=1[C:4]([OH:6])=O.C(Cl)(=O)C(Cl)=O.[CH:39]1([NH2:42])[CH2:41][CH2:40]1.N1C=CC=CC=1.C(=O)([O-])O.[Na+], predict the reaction product. The product is: [Cl:1][C:2]1[CH:10]=[CH:9][C:8]([C:11]2[N:12]=[N:13][N:14]([C:16]3[N:17]([CH3:32])[N:18]=[C:19]([C:25]([F:30])([F:31])[C:26]([F:27])([F:29])[F:28])[C:20]=3[C:21]([F:22])([F:24])[F:23])[CH:15]=2)=[CH:7][C:3]=1[C:4]([NH:42][CH:39]1[CH2:41][CH2:40]1)=[O:6]. (7) Given the reactants [Si:1]([O:8][CH2:9]/[CH:10]=[N:11]/[S:12]([C:14]([CH3:17])([CH3:16])[CH3:15])=[O:13])([C:4]([CH3:7])([CH3:6])[CH3:5])([CH3:3])[CH3:2].C(Cl)Cl.[S:21]1[CH:25]=[CH:24][CH:23]=[C:22]1[Li].CO, predict the reaction product. The product is: [CH3:5][C:4]([CH3:7])([Si:1]([CH3:3])([CH3:2])[O:8][CH2:9][C@H:10]([C:22]1[S:21][CH:25]=[CH:24][CH:23]=1)[NH:11][S+:12]([O-:13])[C:14]([CH3:17])([CH3:16])[CH3:15])[CH3:6]. (8) The product is: [CH2:2]([N:9]([C@H:10]1[CH2:15][CH2:14][C@H:13]([C:16]2[CH:17]=[CH:18][C:19]([OH:22])=[CH:20][CH:21]=2)[CH2:12][CH2:11]1)[C:23](=[O:24])[O:25][C:26]([CH3:29])([CH3:28])[CH3:27])[C:3]1[CH:4]=[CH:5][CH:6]=[CH:7][CH:8]=1. Given the reactants Cl.[CH2:2]([NH:9][C@H:10]1[CH2:15][CH2:14][C@H:13]([C:16]2[CH:21]=[CH:20][C:19]([OH:22])=[CH:18][CH:17]=2)[CH2:12][CH2:11]1)[C:3]1[CH:8]=[CH:7][CH:6]=[CH:5][CH:4]=1.[C:23](O[C:23]([O:25][C:26]([CH3:29])([CH3:28])[CH3:27])=[O:24])([O:25][C:26]([CH3:29])([CH3:28])[CH3:27])=[O:24], predict the reaction product.